This data is from Reaction yield outcomes from USPTO patents with 853,638 reactions. The task is: Predict the reaction yield, written as a fraction of the theoretical maximum amount of product (1.0 means a 100% yield; for example, 0.34 means a 34% yield). (1) The reactants are [F:1][C:2]1[CH:7]=[CH:6][C:5]([N:8]2[C:16]3[C:11](=[CH:12][C:13]([C:17]4([C:22]5[CH:27]=[CH:26][CH:25]=[CH:24][CH:23]=5)[CH2:19][CH:18]4[CH2:20][NH2:21])=[CH:14][CH:15]=3)[CH:10]=[N:9]2)=[CH:4][CH:3]=1.[F:28][C:29]([F:36])([F:35])[CH2:30][S:31](Cl)(=[O:33])=[O:32]. No catalyst specified. The product is [F:28][C:29]([F:36])([F:35])[CH2:30][S:31]([NH:21][CH2:20][CH:18]1[CH2:19][C:17]1([C:13]1[CH:12]=[C:11]2[C:16](=[CH:15][CH:14]=1)[N:8]([C:5]1[CH:4]=[CH:3][C:2]([F:1])=[CH:7][CH:6]=1)[N:9]=[CH:10]2)[C:22]1[CH:23]=[CH:24][CH:25]=[CH:26][CH:27]=1)(=[O:33])=[O:32]. The yield is 0.860. (2) The reactants are [N:1]1[CH:6]=[CH:5][CH:4]=[C:3]([C:7]2[C:8]3[CH:15]=[CH:14][C:13]([OH:16])=[CH:12][C:9]=3[S:10][CH:11]=2)[CH:2]=1.[CH2:17](I)[CH2:18][CH2:19][CH3:20].C(=O)([O-])[O-].[K+].[K+]. The catalyst is CN(C=O)C.C(OCC)(=O)C. The product is [CH2:17]([O:16][C:13]1[CH:14]=[CH:15][C:8]2[C:7]([C:3]3[CH:2]=[N:1][CH:6]=[CH:5][CH:4]=3)=[CH:11][S:10][C:9]=2[CH:12]=1)[CH2:18][CH2:19][CH3:20]. The yield is 0.920. (3) The reactants are [Br:1][C:2]1[CH:3]=[CH:4][C:5]([NH:8][NH:9][C:10](=O)[C:11]([C:14]2[N:15]=[N:16][C:17]([Cl:20])=[CH:18][CH:19]=2)([F:13])[F:12])=[N:6][CH:7]=1.P(Cl)(Cl)(Cl)(Cl)Cl.O=P(Cl)(Cl)Cl. No catalyst specified. The product is [Br:1][C:2]1[CH:3]=[CH:4][C:5]2[N:6]([C:10]([C:11]([C:14]3[N:15]=[N:16][C:17]([Cl:20])=[CH:18][CH:19]=3)([F:13])[F:12])=[N:9][N:8]=2)[CH:7]=1. The yield is 0.840. (4) The reactants are C[O:2][P:3]([CH2:7][C:8]([CH3:25])=[CH:9][CH2:10][C:11]1[C:12]([OH:24])=[C:13]2[C:17](=[C:18]([CH3:22])[C:19]=1[O:20][CH3:21])[CH2:16][O:15][C:14]2=[O:23])(=[O:6])[O:4]C.C[Si](Br)(C)C.N1C(C)=CC=CC=1C. The catalyst is C(#N)C. The product is [OH:24][C:12]1[C:11]([CH2:10][CH:9]=[C:8]([CH3:25])[CH2:7][P:3](=[O:2])([OH:6])[OH:4])=[C:19]([O:20][CH3:21])[C:18]([CH3:22])=[C:17]2[C:13]=1[C:14](=[O:23])[O:15][CH2:16]2. The yield is 0.730.